Dataset: Peptide-MHC class I binding affinity with 185,985 pairs from IEDB/IMGT. Task: Regression. Given a peptide amino acid sequence and an MHC pseudo amino acid sequence, predict their binding affinity value. This is MHC class I binding data. The peptide sequence is SPIVNREGKI. The MHC is HLA-B51:01 with pseudo-sequence HLA-B51:01. The binding affinity (normalized) is 0.145.